From a dataset of NCI-60 drug combinations with 297,098 pairs across 59 cell lines. Regression. Given two drug SMILES strings and cell line genomic features, predict the synergy score measuring deviation from expected non-interaction effect. (1) Drug 1: CNC(=O)C1=CC=CC=C1SC2=CC3=C(C=C2)C(=NN3)C=CC4=CC=CC=N4. Drug 2: C1=CC=C(C(=C1)C(C2=CC=C(C=C2)Cl)C(Cl)Cl)Cl. Cell line: UACC-257. Synergy scores: CSS=2.02, Synergy_ZIP=-0.103, Synergy_Bliss=1.17, Synergy_Loewe=0.942, Synergy_HSA=0.547. (2) Drug 1: C1CC(C1)(C(=O)O)C(=O)O.[NH2-].[NH2-].[Pt+2]. Drug 2: C1=CC=C(C(=C1)C(C2=CC=C(C=C2)Cl)C(Cl)Cl)Cl. Cell line: OVCAR-4. Synergy scores: CSS=0.910, Synergy_ZIP=-0.434, Synergy_Bliss=2.17, Synergy_Loewe=-1.53, Synergy_HSA=-0.432. (3) Drug 1: CC=C1C(=O)NC(C(=O)OC2CC(=O)NC(C(=O)NC(CSSCCC=C2)C(=O)N1)C(C)C)C(C)C. Drug 2: CC(C)CN1C=NC2=C1C3=CC=CC=C3N=C2N. Cell line: COLO 205. Synergy scores: CSS=59.5, Synergy_ZIP=-0.183, Synergy_Bliss=-0.0723, Synergy_Loewe=-35.0, Synergy_HSA=-0.359. (4) Drug 1: CS(=O)(=O)OCCCCOS(=O)(=O)C. Drug 2: N.N.Cl[Pt+2]Cl. Cell line: MDA-MB-435. Synergy scores: CSS=11.0, Synergy_ZIP=-7.63, Synergy_Bliss=-6.50, Synergy_Loewe=-12.7, Synergy_HSA=-3.91.